Regression. Given a peptide amino acid sequence and an MHC pseudo amino acid sequence, predict their binding affinity value. This is MHC class II binding data. From a dataset of Peptide-MHC class II binding affinity with 134,281 pairs from IEDB. The peptide sequence is LKSDLLRAGITLVPV. The MHC is DRB1_0301 with pseudo-sequence DRB1_0301. The binding affinity (normalized) is 0.360.